Dataset: Reaction yield outcomes from USPTO patents with 853,638 reactions. Task: Predict the reaction yield, written as a fraction of the theoretical maximum amount of product (1.0 means a 100% yield; for example, 0.34 means a 34% yield). (1) The reactants are Cl.CC(OC([N:9]1[CH2:14][CH2:13][CH:12]([C:15]2[N:16]=[CH:17][C:18]([C:21]([O:23][CH3:24])=[O:22])=[N:19][CH:20]=2)[CH2:11][CH2:10]1)=O)(C)C. The catalyst is CO. The product is [NH:9]1[CH2:14][CH2:13][CH:12]([C:15]2[N:16]=[CH:17][C:18]([C:21]([O:23][CH3:24])=[O:22])=[N:19][CH:20]=2)[CH2:11][CH2:10]1. The yield is 1.00. (2) The reactants are Br[C:2]1[S:6][C:5]([NH:7][C:8]([NH:10][C:11]2[CH:16]=[CH:15][C:14]([CH3:17])=[CH:13][C:12]=2[C:18]([CH:20]2[CH2:24][CH2:23][CH2:22][CH2:21]2)=[O:19])=[O:9])=[N:4][CH:3]=1.[NH:25]1[CH:29]=[CH:28][N:27]=[C:26]1[SH:30]. No catalyst specified. The product is [CH:20]1([C:18]([C:12]2[CH:13]=[C:14]([CH3:17])[CH:15]=[CH:16][C:11]=2[NH:10][C:8]([NH:7][C:5]2[S:6][C:2]([S:30][C:26]3[NH:25][CH:29]=[CH:28][N:27]=3)=[CH:3][N:4]=2)=[O:9])=[O:19])[CH2:24][CH2:23][CH2:22][CH2:21]1. The yield is 0.350.